From a dataset of Reaction yield outcomes from USPTO patents with 853,638 reactions. Predict the reaction yield, written as a fraction of the theoretical maximum amount of product (1.0 means a 100% yield; for example, 0.34 means a 34% yield). The reactants are [C:1]([NH:5][C:6]1[CH:11]=[CH:10][C:9]([NH:12][C:13](=[O:20])OCC(Cl)(Cl)Cl)=[CH:8][CH:7]=1)(=[O:4])[CH2:2][CH3:3].[F:21][C:22]1[CH:27]=[CH:26][CH:25]=[CH:24][C:23]=1[C:28]1[N:32]=[C:31]([N:33]2[CH2:38][CH2:37][NH:36][CH2:35][CH2:34]2)[S:30][N:29]=1.C(N(C(C)C)CC)(C)C.CS(C)=O. The catalyst is O. The product is [F:21][C:22]1[CH:27]=[CH:26][CH:25]=[CH:24][C:23]=1[C:28]1[N:32]=[C:31]([N:33]2[CH2:34][CH2:35][N:36]([C:13]([NH:12][C:9]3[CH:8]=[CH:7][C:6]([NH:5][C:1](=[O:4])[CH2:2][CH3:3])=[CH:11][CH:10]=3)=[O:20])[CH2:37][CH2:38]2)[S:30][N:29]=1. The yield is 0.226.